Predict the product of the given reaction. From a dataset of Forward reaction prediction with 1.9M reactions from USPTO patents (1976-2016). (1) Given the reactants CC(C[AlH]CC(C)C)C.CO[C:12](=O)[CH2:13][O:14][C:15]1[CH:20]=[CH:19][C:18]([Cl:21])=[CH:17][C:16]=1[CH2:22][C:23]1[CH:28]=[CH:27][CH:26]=[C:25]([C:29]([F:32])([F:31])[F:30])[CH:24]=1.[NH2:34][CH2:35][CH2:36][NH:37][S:38]([C:41]1[C:42]2[CH:43]=[CH:44][N:45]=[CH:46][C:47]=2[CH:48]=[CH:49][CH:50]=1)(=[O:40])=[O:39], predict the reaction product. The product is: [Cl:21][C:18]1[CH:19]=[CH:20][C:15]([O:14][CH2:13][CH2:12][NH:34][CH2:35][CH2:36][NH:37][S:38]([C:41]2[C:42]3[CH:43]=[CH:44][N:45]=[CH:46][C:47]=3[CH:48]=[CH:49][CH:50]=2)(=[O:40])=[O:39])=[C:16]([CH2:22][C:23]2[CH:28]=[CH:27][CH:26]=[C:25]([C:29]([F:32])([F:31])[F:30])[CH:24]=2)[CH:17]=1. (2) The product is: [CH2:16]([O:23][N:24]1[C:30](=[O:31])[N:29]2[CH2:32][C@H:25]1[CH2:26][CH2:27][C@H:28]2[C:33]1[O:41][C:37]([C:38]([NH2:40])=[O:39])=[N:36][N:35]=1)[C:17]1[CH:22]=[CH:21][CH:20]=[CH:19][CH:18]=1. Given the reactants O(S(C(F)(F)F)(=O)=O)S(C(F)(F)F)(=O)=O.[CH2:16]([O:23][N:24]1[C:30](=[O:31])[N:29]2[CH2:32][C@H:25]1[CH2:26][CH2:27][C@H:28]2[C:33]([NH:35][NH:36][C:37](=[O:41])[C:38]([NH2:40])=[O:39])=O)[C:17]1[CH:22]=[CH:21][CH:20]=[CH:19][CH:18]=1.N1C=CC=CC=1, predict the reaction product. (3) Given the reactants [CH3:1][C:2]1([N:8]2[CH2:13][CH2:12][CH:11]([N:14]3[C@H:18]4[CH2:19][CH2:20][CH2:21][CH2:22][C@@H:17]4[NH:16][C:15]3=[O:23])[CH2:10][CH2:9]2)[CH2:7][CH2:6][NH:5][CH2:4][CH2:3]1.[CH:24]1([C:27](O)=[O:28])[CH2:26][CH2:25]1.CN(C(ON1N=NC2C=CC=NC1=2)=[N+](C)C)C.F[P-](F)(F)(F)(F)F.C(N(C(C)C)CC)(C)C, predict the reaction product. The product is: [CH:24]1([C:27]([N:5]2[CH2:6][CH2:7][C:2]([N:8]3[CH2:13][CH2:12][CH:11]([N:14]4[C@H:18]5[CH2:19][CH2:20][CH2:21][CH2:22][C@@H:17]5[NH:16][C:15]4=[O:23])[CH2:10][CH2:9]3)([CH3:1])[CH2:3][CH2:4]2)=[O:28])[CH2:26][CH2:25]1. (4) Given the reactants [C:1]([C:4]1[CH:21]=[C:20]([Cl:22])[CH:19]=[CH:18][C:5]=1[CH2:6][N:7]1[C:12]2[CH:13]=[CH:14][NH:15][C:11]=2[C:10](=[O:16])[NH:9][C:8]1=[S:17])(=O)[CH3:2].CC(O)=O.Cl.[NH2:28]O, predict the reaction product. The product is: [NH2:28][CH:1]([C:4]1[CH:21]=[C:20]([Cl:22])[CH:19]=[CH:18][C:5]=1[CH2:6][N:7]1[C:12]2[CH:13]=[CH:14][NH:15][C:11]=2[C:10](=[O:16])[NH:9][C:8]1=[S:17])[CH3:2]. (5) Given the reactants CCOC(/N=N/C(OCC)=O)=O.[F:13][C:14]1[CH:15]=[CH:16][C:17]([N+:21]([O-:23])=[O:22])=[C:18]([OH:20])[CH:19]=1.[CH3:24][O:25][CH:26]1[CH2:31][CH2:30][CH2:29][CH2:28][CH:27]1O.C1(P(C2C=CC=CC=2)C2C=CC=CC=2)C=CC=CC=1, predict the reaction product. The product is: [F:13][C:14]1[CH:15]=[CH:16][C:17]([N+:21]([O-:23])=[O:22])=[C:18]([O:20][C@@H:27]2[CH2:28][CH2:29][CH2:30][CH2:31][C@@H:26]2[O:25][CH3:24])[CH:19]=1. (6) Given the reactants [NH:1]([C:37]([O:39][C:40]([CH3:43])([CH3:42])[CH3:41])=[O:38])[C@@H:2]([C:12]([NH:14][C@H:15]([C:20]([N:22]1[CH2:36][CH2:35][CH2:34][C@H:23]1[C:24]([O:26]CC1C=CC=CC=1)=[O:25])=[O:21])[C@H:16]([CH2:18][CH3:19])[CH3:17])=[O:13])[CH2:3][C:4]1[CH:9]=[CH:8][C:7]([O:10][CH3:11])=[CH:6][CH:5]=1, predict the reaction product. The product is: [NH:1]([C:37]([O:39][C:40]([CH3:42])([CH3:41])[CH3:43])=[O:38])[C@@H:2]([C:12]([NH:14][C@H:15]([C:20]([N:22]1[CH2:36][CH2:35][CH2:34][C@H:23]1[C:24]([OH:26])=[O:25])=[O:21])[C@H:16]([CH2:18][CH3:19])[CH3:17])=[O:13])[CH2:3][C:4]1[CH:9]=[CH:8][C:7]([O:10][CH3:11])=[CH:6][CH:5]=1.